Dataset: Forward reaction prediction with 1.9M reactions from USPTO patents (1976-2016). Task: Predict the product of the given reaction. (1) Given the reactants Cl[C:2]1[C:7]([N+:8]([O-:10])=[O:9])=[CH:6][C:5]([C:11]([F:14])([F:13])[F:12])=[CH:4][N:3]=1.[F:15][C:16]([F:27])([F:26])[C:17]1[N:22]=[CH:21][C:20](B(O)O)=[CH:19][CH:18]=1.C1(P(C2CCCCC2)C2CCCCC2)CCCCC1.P([O-])([O-])([O-])=O.[K+].[K+].[K+], predict the reaction product. The product is: [N+:8]([C:7]1[C:2]([C:20]2[CH:21]=[N:22][C:17]([C:16]([F:27])([F:26])[F:15])=[CH:18][CH:19]=2)=[N:3][CH:4]=[C:5]([C:11]([F:14])([F:13])[F:12])[CH:6]=1)([O-:10])=[O:9]. (2) Given the reactants C([O-])([O-])=O.[Na+].[Na+].Cl[C:8]1[CH:15]=[CH:14][C:11]([C:12]#[N:13])=[CH:10][N:9]=1.[CH2:16]([C:23]1[C:32]2[C:27](=[CH:28][CH:29]=[CH:30][CH:31]=2)[C:26]([N:33]2[CH2:38][CH2:37][NH:36][C@H:35]([CH3:39])[CH2:34]2)=[N:25][N:24]=1)[C:17]1[CH:22]=[CH:21][CH:20]=[CH:19][CH:18]=1, predict the reaction product. The product is: [CH2:16]([C:23]1[C:32]2[C:27](=[CH:28][CH:29]=[CH:30][CH:31]=2)[C:26]([N:33]2[CH2:38][CH2:37][N:36]([C:8]3[CH:15]=[CH:14][C:11]([C:12]#[N:13])=[CH:10][N:9]=3)[C@H:35]([CH3:39])[CH2:34]2)=[N:25][N:24]=1)[C:17]1[CH:18]=[CH:19][CH:20]=[CH:21][CH:22]=1. (3) The product is: [ClH:9].[ClH:38].[NH2:1][C@H:2]1[CH2:7][CH2:6][C@H:5]([NH:8][C:10]2[N:18]=[C:17]3[C:13]([N:14]=[CH:15][N:16]3[CH:19]3[CH2:20][CH2:21][CH2:22][CH2:23]3)=[C:12]([NH:24][C:25]3[CH:26]=[C:27]([CH:31]=[CH:32][CH:33]=3)[C:28]([NH2:30])=[O:29])[N:11]=2)[CH2:4][CH2:3]1. Given the reactants [NH2:1][C@H:2]1[CH2:7][CH2:6][C@H:5]([NH2:8])[CH2:4][CH2:3]1.[Cl:9][C:10]1[N:18]=[C:17]2[C:13]([N:14]=[CH:15][N:16]2[CH:19]2[CH2:23][CH2:22][CH2:21][CH2:20]2)=[C:12]([NH:24][C:25]2[CH:26]=[C:27]([CH:31]=[CH:32][CH:33]=2)[C:28]([NH2:30])=[O:29])[N:11]=1.CO.[OH-].[NH4+].[ClH:38], predict the reaction product.